This data is from Peptide-MHC class II binding affinity with 134,281 pairs from IEDB. The task is: Regression. Given a peptide amino acid sequence and an MHC pseudo amino acid sequence, predict their binding affinity value. This is MHC class II binding data. (1) The peptide sequence is LVAEILRIISGGRLI. The MHC is DRB1_1101 with pseudo-sequence DRB1_1101. The binding affinity (normalized) is 0.439. (2) The peptide sequence is EYKYFAATQFEPLAA. The MHC is HLA-DPA10301-DPB10402 with pseudo-sequence HLA-DPA10301-DPB10402. The binding affinity (normalized) is 0.862.